From a dataset of Peptide-MHC class II binding affinity with 134,281 pairs from IEDB. Regression. Given a peptide amino acid sequence and an MHC pseudo amino acid sequence, predict their binding affinity value. This is MHC class II binding data. (1) The peptide sequence is RVNNSYSLIRLSHNS. The MHC is DRB1_0101 with pseudo-sequence DRB1_0101. The binding affinity (normalized) is 0.746. (2) The peptide sequence is IHGWFAVDFTAAELV. The binding affinity (normalized) is 0.359. The MHC is HLA-DPA10201-DPB11401 with pseudo-sequence HLA-DPA10201-DPB11401.